This data is from NCI-60 drug combinations with 297,098 pairs across 59 cell lines. The task is: Regression. Given two drug SMILES strings and cell line genomic features, predict the synergy score measuring deviation from expected non-interaction effect. (1) Drug 1: CCCS(=O)(=O)NC1=C(C(=C(C=C1)F)C(=O)C2=CNC3=C2C=C(C=N3)C4=CC=C(C=C4)Cl)F. Drug 2: CC(CN1CC(=O)NC(=O)C1)N2CC(=O)NC(=O)C2. Cell line: UACC62. Synergy scores: CSS=50.4, Synergy_ZIP=1.63, Synergy_Bliss=1.57, Synergy_Loewe=4.19, Synergy_HSA=5.07. (2) Drug 1: CC1=C(C=C(C=C1)NC2=NC=CC(=N2)N(C)C3=CC4=NN(C(=C4C=C3)C)C)S(=O)(=O)N.Cl. Drug 2: C#CCC(CC1=CN=C2C(=N1)C(=NC(=N2)N)N)C3=CC=C(C=C3)C(=O)NC(CCC(=O)O)C(=O)O. Cell line: SF-268. Synergy scores: CSS=-4.16, Synergy_ZIP=0.708, Synergy_Bliss=-3.56, Synergy_Loewe=-6.66, Synergy_HSA=-6.43.